This data is from Forward reaction prediction with 1.9M reactions from USPTO patents (1976-2016). The task is: Predict the product of the given reaction. (1) Given the reactants [CH:1]1([C:7]2[C:8]3[C:13]([N:14]4[C:19]=2[C:18]2[CH:20]=[CH:21][CH:22]=[CH:23][C:17]=2[S:16][CH2:15]4)=[CH:12][C:11]([C:24]([O:26]C)=[O:25])=[CH:10][CH:9]=3)[CH2:6][CH2:5][CH2:4][CH2:3][CH2:2]1.[OH-].[Na+].Cl, predict the reaction product. The product is: [CH:1]1([C:7]2[C:8]3[C:13]([N:14]4[C:19]=2[C:18]2[CH:20]=[CH:21][CH:22]=[CH:23][C:17]=2[S:16][CH2:15]4)=[CH:12][C:11]([C:24]([OH:26])=[O:25])=[CH:10][CH:9]=3)[CH2:2][CH2:3][CH2:4][CH2:5][CH2:6]1. (2) Given the reactants Cl[C:2]1[CH:7]=[CH:6][C:5]([C:8]2[C:17]3[C:12](=[CH:13][CH:14]=[CH:15][CH:16]=3)[C:11]([NH:18][C:19]3[CH:24]=[CH:23][C:22]([O:25][C:26]4[C:35]5[C:30](=[CH:31][C:32]([O:36][CH3:37])=[CH:33][N:34]=5)[N:29]=[CH:28][CH:27]=4)=[CH:21][CH:20]=3)=[N:10][N:9]=2)=[CH:4][CH:3]=1.C(=O)([O-])[O-].[Cs+].[Cs+].CC(C1C=C(C(C)C)C(C2C=CC=CC=2P(C2CCCCC2)C2CCCCC2)=C(C(C)C)C=1)C.[CH2:78]([Si:80]([C:85]#[CH:86])([CH2:83][CH3:84])[CH2:81][CH3:82])[CH3:79], predict the reaction product. The product is: [CH3:37][O:36][C:32]1[CH:31]=[C:30]2[C:35]([C:26]([O:25][C:22]3[CH:21]=[CH:20][C:19]([NH:18][C:11]4[C:12]5[C:17](=[CH:16][CH:15]=[CH:14][CH:13]=5)[C:8]([C:5]5[CH:6]=[CH:7][C:2]([C:86]#[C:85][Si:80]([CH2:83][CH3:84])([CH2:81][CH3:82])[CH2:78][CH3:79])=[CH:3][CH:4]=5)=[N:9][N:10]=4)=[CH:24][CH:23]=3)=[CH:27][CH:28]=[N:29]2)=[N:34][CH:33]=1. (3) The product is: [C:40]([OH:43])(=[O:42])[CH3:41].[C:1]([O:5][C:6]([N:8]1[CH2:9][CH2:10][CH:11]([N:14]2[CH2:27][C:19]3[C:20]4[CH:21]=[N:22][NH:23][C:24]=4[CH:25]=[CH:26][C:18]=3[CH2:17][C@@H:16]([NH2:28])[C:15]2=[O:39])[CH2:12][CH2:13]1)=[O:7])([CH3:4])([CH3:2])[CH3:3]. Given the reactants [C:1]([O:5][C:6]([N:8]1[CH2:13][CH2:12][CH:11]([N:14]2[CH2:27][C:19]3[C:20]4[CH:21]=[N:22][NH:23][C:24]=4[CH:25]=[CH:26][C:18]=3[CH2:17][C@@H:16]([NH:28]C(OCC3C=CC=CC=3)=O)[C:15]2=[O:39])[CH2:10][CH2:9]1)=[O:7])([CH3:4])([CH3:3])[CH3:2].[C:40]([OH:43])(=[O:42])[CH3:41].[H][H], predict the reaction product. (4) Given the reactants [CH2:1]1[C:9]2[C:4](=[CH:5][CH:6]=[CH:7][CH:8]=2)[CH2:3][CH:2]1[C:10]([OH:12])=O.CO.O.[NH2:16][NH2:17], predict the reaction product. The product is: [CH2:1]1[C:9]2[C:4](=[CH:5][CH:6]=[CH:7][CH:8]=2)[CH2:3][CH:2]1[C:10]([NH:16][NH2:17])=[O:12]. (5) Given the reactants I[C:2]1[CH:3]=[N:4][CH:5]=[CH:6][CH:7]=1.[F:8][C:9]([F:20])([F:19])[C:10]1[CH:15]=[CH:14][CH:13]=[CH:12][C:11]=1B(O)O.C(=O)([O-])[O-].[Na+].[Na+], predict the reaction product. The product is: [F:8][C:9]([F:20])([F:19])[C:10]1[CH:15]=[CH:14][CH:13]=[CH:12][C:11]=1[C:2]1[CH:3]=[N:4][CH:5]=[CH:6][CH:7]=1. (6) The product is: [CH2:40]([O:39][CH:34]([O:33][CH2:31][CH3:32])[CH2:35][CH2:36][CH2:37][NH:38][C:10](=[O:12])[C@@H:9]1[CH2:13][CH2:14][CH2:15][N:8]1[C:1]([O:3][C:4]([CH3:5])([CH3:6])[CH3:7])=[O:2])[CH3:41]. Given the reactants [C:1]([N:8]1[CH2:15][CH2:14][CH2:13][C@H:9]1[C:10]([OH:12])=O)([O:3][C:4]([CH3:7])([CH3:6])[CH3:5])=[O:2].CCN(CC)CC.ClC(OCC(C)C)=O.[CH2:31]([O:33][CH:34]([O:39][CH2:40][CH3:41])[CH2:35][CH2:36][CH2:37][NH2:38])[CH3:32], predict the reaction product. (7) Given the reactants [C:1]([O:5][C:6]([NH:8][CH:9]1[CH:15]([F:16])[CH2:14][CH2:13][N:12](C(OCC2C=CC=CC=2)=O)[CH2:11][CH2:10]1)=[O:7])([CH3:4])([CH3:3])[CH3:2], predict the reaction product. The product is: [F:16][CH:15]1[CH2:14][CH2:13][NH:12][CH2:11][CH2:10][CH:9]1[NH:8][C:6](=[O:7])[O:5][C:1]([CH3:3])([CH3:2])[CH3:4].